This data is from Forward reaction prediction with 1.9M reactions from USPTO patents (1976-2016). The task is: Predict the product of the given reaction. (1) Given the reactants C([O:8][C:9]1[CH:18]=[C:17]2[C:12]([C:13]([C:37]3[CH:42]=[CH:41][CH:40]=[C:39]([Cl:43])[CH:38]=3)=[N:14][N:15]([CH2:20][C:21]([C:23]3([C:26]4[CH:36]=[CH:35][C:29]5[O:30][C:31]([F:34])([F:33])[O:32][C:28]=5[CH:27]=4)[CH2:25][CH2:24]3)=[O:22])[C:16]2=[O:19])=[CH:11][CH:10]=1)C1C=CC=CC=1.C([SiH](CC)CC)C, predict the reaction product. The product is: [Cl:43][C:39]1[CH:38]=[C:37]([C:13]2[C:12]3[C:17](=[CH:18][C:9]([OH:8])=[CH:10][CH:11]=3)[C:16](=[O:19])[N:15]([CH2:20][C:21]([C:23]3([C:26]4[CH:36]=[CH:35][C:29]5[O:30][C:31]([F:34])([F:33])[O:32][C:28]=5[CH:27]=4)[CH2:24][CH2:25]3)=[O:22])[N:14]=2)[CH:42]=[CH:41][CH:40]=1. (2) Given the reactants [F:1][C:2]1[CH:3]=[C:4]([OH:12])[CH:5]=[CH:6][C:7]=1[C:8]([F:11])([F:10])[F:9].F[C:14]1[CH:21]=[CH:20][CH:19]=[CH:18][C:15]=1[CH:16]=[O:17], predict the reaction product. The product is: [F:1][C:2]1[CH:3]=[C:4]([CH:5]=[CH:6][C:7]=1[C:8]([F:10])([F:11])[F:9])[O:12][C:20]1[CH:19]=[CH:18][C:15]([CH:16]=[O:17])=[CH:14][CH:21]=1. (3) Given the reactants [O:1]=[C:2]1[C:6]2([CH2:11][CH2:10][NH:9][CH2:8][CH2:7]2)[N:5]([C:12]2[CH:17]=[CH:16][CH:15]=[CH:14][CH:13]=2)[CH2:4][N:3]1[CH2:18][C:19]1[CH:20]=[C:21]([CH:29]=[CH:30][CH:31]=1)[C:22]([O:24][C:25]([CH3:28])([CH3:27])[CH3:26])=[O:23].CS(O[CH2:37][CH2:38][CH2:39][CH:40]1[C:48]2[C:43](=[CH:44][CH:45]=[CH:46][CH:47]=2)[NH:42][C:41]1=[O:49])(=O)=O.[I-].[Na+].C(=O)([O-])[O-].[K+].[K+], predict the reaction product. The product is: [O:1]=[C:2]1[C:6]2([CH2:11][CH2:10][N:9]([CH2:37][CH2:38][CH2:39][CH:40]3[C:48]4[C:43](=[CH:44][CH:45]=[CH:46][CH:47]=4)[NH:42][C:41]3=[O:49])[CH2:8][CH2:7]2)[N:5]([C:12]2[CH:13]=[CH:14][CH:15]=[CH:16][CH:17]=2)[CH2:4][N:3]1[CH2:18][C:19]1[CH:20]=[C:21]([CH:29]=[CH:30][CH:31]=1)[C:22]([O:24][C:25]([CH3:28])([CH3:26])[CH3:27])=[O:23].